From a dataset of Reaction yield outcomes from USPTO patents with 853,638 reactions. Predict the reaction yield, written as a fraction of the theoretical maximum amount of product (1.0 means a 100% yield; for example, 0.34 means a 34% yield). (1) The reactants are [Br:1][C:2]1[S:6][C:5]([NH:7][C:8](=[O:14])[O:9][C:10]([CH3:13])([CH3:12])[CH3:11])=[N:4][CH:3]=1.[CH:15](O)([CH3:17])[CH3:16].C1(P(C2C=CC=CC=2)C2C=CC=CC=2)C=CC=CC=1.N(C(OCC)=O)=NC(OCC)=O. The catalyst is C1COCC1. The product is [Br:1][C:2]1[S:6][C:5]([N:7]([CH:15]([CH3:17])[CH3:16])[C:8](=[O:14])[O:9][C:10]([CH3:11])([CH3:13])[CH3:12])=[N:4][CH:3]=1. The yield is 0.900. (2) The reactants are [CH3:1][S:2][CH2:3][CH2:4][CH2:5][OH:6].C(N(CC)CC)C.CN(C)CCCCCCN(C)C.[C:26]1([CH3:36])[CH:31]=[CH:30][C:29]([S:32](Cl)(=[O:34])=[O:33])=[CH:28][CH:27]=1. The catalyst is C1(C)C=CC=CC=1.O. The product is [CH3:36][C:26]1[CH:31]=[CH:30][C:29]([S:32]([O:6][CH2:5][CH2:4][CH2:3][S:2][CH3:1])(=[O:34])=[O:33])=[CH:28][CH:27]=1. The yield is 0.940.